This data is from Forward reaction prediction with 1.9M reactions from USPTO patents (1976-2016). The task is: Predict the product of the given reaction. (1) The product is: [OH:15][CH2:14][CH2:16][NH:17][C:3](=[O:13])[C:4]1[CH:9]=[C:8]([Cl:10])[CH:7]=[C:6]([CH3:11])[C:5]=1[NH2:12]. Given the reactants CO[C:3](=[O:13])[C:4]1[CH:9]=[C:8]([Cl:10])[CH:7]=[C:6]([CH3:11])[C:5]=1[NH2:12].[CH2:14]([CH2:16][NH2:17])[OH:15], predict the reaction product. (2) Given the reactants [CH3:1][C:2]([CH3:34])([CH3:33])[C:3]([C:5]1[C:6]([CH2:25][C:26]([CH3:32])([CH3:31])[C:27]([O:29][CH3:30])=[O:28])=[C:7]([C:15](=[O:24])[C:16]2[CH:21]=[CH:20][C:19]([O:22][CH3:23])=[CH:18][CH:17]=2)[N:8]2[C:13]=1[CH:12]=[C:11]([OH:14])[CH:10]=[CH:9]2)=[O:4].Br[CH2:36][C:37]1[N:42]=[C:41]([N:43]2[C:51](=[O:52])[C:50]3[C:45](=[CH:46][CH:47]=[CH:48][CH:49]=3)[C:44]2=[O:53])[CH:40]=[CH:39][CH:38]=1.C(=O)([O-])[O-].[K+].[K+], predict the reaction product. The product is: [CH3:1][C:2]([CH3:34])([CH3:33])[C:3]([C:5]1[C:6]([CH2:25][C:26]([CH3:32])([CH3:31])[C:27]([O:29][CH3:30])=[O:28])=[C:7]([C:15](=[O:24])[C:16]2[CH:21]=[CH:20][C:19]([O:22][CH3:23])=[CH:18][CH:17]=2)[N:8]2[C:13]=1[CH:12]=[C:11]([O:14][CH2:36][C:37]1[CH:38]=[CH:39][CH:40]=[C:41]([N:43]3[C:44](=[O:53])[C:45]4[C:50](=[CH:49][CH:48]=[CH:47][CH:46]=4)[C:51]3=[O:52])[N:42]=1)[CH:10]=[CH:9]2)=[O:4].